From a dataset of Full USPTO retrosynthesis dataset with 1.9M reactions from patents (1976-2016). Predict the reactants needed to synthesize the given product. Given the product [Br:1][C:2]1[CH:10]=[CH:9][CH:8]=[CH:7][C:3]=1[C:4]([NH:11][C:12]1[CH:17]=[CH:16][CH:15]=[CH:14][C:13]=1/[CH:18]=[CH:19]/[C:20]([O:22][CH3:23])=[O:21])=[O:6], predict the reactants needed to synthesize it. The reactants are: [Br:1][C:2]1[CH:10]=[CH:9][CH:8]=[CH:7][C:3]=1[C:4]([OH:6])=O.[NH2:11][C:12]1[CH:17]=[CH:16][CH:15]=[CH:14][C:13]=1/[CH:18]=[CH:19]/[C:20]([O:22][CH3:23])=[O:21].CCN(CC)CC.C(Cl)Cl.